From a dataset of Reaction yield outcomes from USPTO patents with 853,638 reactions. Predict the reaction yield, written as a fraction of the theoretical maximum amount of product (1.0 means a 100% yield; for example, 0.34 means a 34% yield). (1) The reactants are [C:1]1([NH2:8])[C:2]([NH2:7])=[CH:3][CH:4]=[CH:5][CH:6]=1.[C:9](OC(=O)C)(=[O:11])[CH3:10]. The catalyst is ClCCl. The product is [NH2:7][C:2]1[CH:3]=[CH:4][CH:5]=[CH:6][C:1]=1[NH:8][C:9](=[O:11])[CH3:10]. The yield is 0.180. (2) The reactants are [Cl:1][C:2]1[CH:7]=[CH:6][CH:5]=[CH:4][C:3]=1[N:8]([CH2:10][C:11]([NH:13][NH:14][C:15](=[S:17])[NH2:16])=O)[CH3:9].CS(O)(=O)=O. The catalyst is C1(C)C=CC=CC=1. The product is [Cl:1][C:2]1[CH:7]=[CH:6][CH:5]=[CH:4][C:3]=1[N:8]([CH2:10][C:11]1[S:17][C:15]([NH2:16])=[N:14][N:13]=1)[CH3:9]. The yield is 0.710. (3) The reactants are [F:1][C:2]1[CH:3]=[C:4]2[C:8](=[CH:9][CH:10]=1)[NH:7][CH:6]=[CH:5]2.FC(F)(F)[C:13]([O:15][C:16](=O)C(F)(F)F)=[O:14].O. The catalyst is CN(C=O)C. The product is [CH3:16][O:15][C:13]([C:5]1[C:4]2[C:8](=[CH:9][CH:10]=[C:2]([F:1])[CH:3]=2)[NH:7][CH:6]=1)=[O:14]. The yield is 0.830. (4) The reactants are [CH3:1][N:2]([CH3:49])[CH2:3][C:4]([N:6]1[C:14]2[C:9](=[CH:10][C:11]([O:46][CH3:47])=[C:12]([NH:15][C:16]3[N:17]=[C:18]([NH:35][C:36]4[CH:44]=[CH:43][CH:42]=[C:41]([F:45])[C:37]=4[C:38]([NH2:40])=[O:39])[C:19]4[CH:24]=[CH:23][N:22](S(C5C=CC(C)=CC=5)(=O)=O)[C:20]=4[N:21]=3)[CH:13]=2)[CH2:8][C@H:7]1[CH3:48])=[O:5].[OH-].[Na+].[Na+].[Cl-]. The catalyst is O1CCOCC1.CCOC(C)=O. The product is [CH3:1][N:2]([CH3:49])[CH2:3][C:4]([N:6]1[C:14]2[C:9](=[CH:10][C:11]([O:46][CH3:47])=[C:12]([NH:15][C:16]3[NH:21][C:20]4=[N:22][CH:23]=[CH:24][C:19]4=[C:18]([NH:35][C:36]4[CH:44]=[CH:43][CH:42]=[C:41]([F:45])[C:37]=4[C:38]([NH2:40])=[O:39])[N:17]=3)[CH:13]=2)[CH2:8][C@H:7]1[CH3:48])=[O:5]. The yield is 0.750.